Dataset: B-cell epitopes from IEDB database with 3,159 antigens for binding position prediction. Task: Token-level Classification. Given an antigen amino acid sequence, predict which amino acid positions are active epitope sites capable of antibody binding. Output is a list of indices for active positions. (1) Given the antigen sequence: MCEEETTALVCDNGSGLCKAGFAGDDAPRAVFPSIVGRPRHQIWHHSFYNELRVAPEEHPTLLTEAPLNPKANREKMTQIMFETFNVPAMYVAIQAVLSLYASGRTTGIVLDSGDGVTHNVPIYEGYALPHAIMRLDLAGRDLTDYLMKILTERGYSFVTTAEREIVRDIKEKLCYVALDFENEMATAASSSSLEKSYELPDGQVITIGNERFRCPETLFQPSFIGMESAGIHETTYNSIMKCDIDIRKDLYANNVLSGGTTMYPGIADRMQKEITALAPSTMKIKIIAPPERKYSVWIGGSILASLSTFQQMWISKPEYDEAGPSIVHRKCF, which amino acid positions are active epitope sites? The epitope positions are: [64, 65, 66, 67, 68, 69, 70, 71, 72, 73, 74, 75, 76, 77, 78]. The amino acids at these positions are: EAPLNPKANREKMTQ. (2) The epitope positions are: [178, 179, 180, 181, 182, 183, 184, 185, 186, 187, 188, 189, 190, 191]. The amino acids at these positions are: NTWTTCDSIAFPSK. Given the antigen sequence: MGLLECCARCLVGAPFASLVATGLCFFGVALFCGCGHEALTGTEKLIETYFSKNYQDYEYLINVIHAFQYVIYGTASFFFLYGALLLAEGFYTTGAVRQIFGDYKTTICGKGLSATVTGGQKGRGSRGQHQAHSLERVCHCLGKWLGHPDKFVGITYALTVVWLLVFACSAVPVYIYFNTWTTCDSIAFPSKTSASIGSLCADARMYGVLPWIAFPGKVCGSNLLSICKTAEFQMTFHLFIAAFVGAAATLVSLLTFMIAATYNFAVLKLMGRGTKF, which amino acid positions are active epitope sites? (3) Given the antigen sequence: MIEDNKENKDHSLERGRASLIFSLKNEVGGLIKALKIFQEKHVNLLHIESRKSKRRNSEFEIFVDCDINREQLNDIFHLLKSHTNVLSVNLPDNFTLKEDGMETVPWFPKKISDLDHCANRVLMYGSELDADHPGFKDNVYRKRRKYFADLAMNYKHGDPIPKVEFTEEEIKTWGTVFQELNKLYPTHACREYLKNLPLLSKYCGYREDNIPQLEDVSNFLKERTGFSIRPVAGYLSPRDFLSGLAFRVFHCTQYVRHSSDPFYTPEPDTCHELLGHVPLLAEPSFAQFSQEIGLASLGASEEAVQKLATCYFFTVEFGLCKQDGQLRVFGAGLLSSISELKHALSGHAKVKPFDPKITCKQECLITTFQDVYFVSESFEDAKEKMREFTKTIKRPFGVKYNPYTRSIQILKDTKSITSAMNELQHDLDVVSDALAKVSRKPSI, which amino acid positions are active epitope sites? The epitope positions are: [392, 393, 394, 395, 396, 397, 398, 399, 400, 401, 402, 403, 404, 405, 406, 407, 408, 409, 410, 411... (21 total positions)]. The amino acids at these positions are: IKRPFGVKYNPYTRSIQILKD. (4) Given the antigen sequence: MVNSCTFLHIFLCCSFLYSFCCAVVADSNATYCFWFPLVRGNFSFELTVNYTVCPPCLTRQAAAEIYEPGRSLWCRIGHDRCGEDDHDELGFMVPPGLSNEGHLASVYAWLAFLSFSYTAQFHPEIFGIGNVSRVYVDIKHQFICAVHDGQNTTLPRHDNISAVFQTYYQHQVDGGNWFHLEWLRPFFSSWLVLNVSWFLRRSPASHVSVRVFQTLRPTPPRRQALLSSRTSAVLGMATQPLRRFARFLNAARR, which amino acid positions are active epitope sites? The epitope positions are: [73, 74, 75, 76, 77, 78, 79, 80, 81, 82, 83, 84]. The amino acids at these positions are: WCRIGHDRCGED. (5) Given the antigen sequence: MWLPVHVPLLLVFGVSLSLPHGSLGTDSSSLRGVDADTEKRINVGKTHLQTLRNLETRCHDSLQALVVIDAGSSSTRTNVFLAKTRSCPNRGRSIDPDSIRLIREGKRFTGLRVVLEEWLDTYAGKDWESRPVDARLLFQYVPQMHEGAKKLMQLLEEDTVAILDSQLNEEQKVQVKALGIPVMLCSTAGVRDFHEWYRDALFVLLRHLINNPSPAHGYKFFTNPFWTRPITGAEEGLFAFITLNHLSRRLGEDPARCMIDEYGVKHCRNDLAGVVEVGGASAQIVFPLQEGTVLPSSVRAVNLQRERLLPERYPSADVVSVSFMQLGMASSAGLFLKELCSNDEFLQGGICSNPCLFKGFQQSCSAGEVEVRPDGSASVNEDVRK, which amino acid positions are active epitope sites? The epitope positions are: [98, 99, 100, 101, 102, 103, 104, 105, 106, 107, 108, 109, 110, 111, 112]. The amino acids at these positions are: SIRLIREGKRFTGLR. (6) Given the antigen sequence: MKKLLKSALLSAAFAGSVGSLQALPVGNPSDPSLLIDGTIWEGAAGDPCDPCATWCDAISLRAGFYGDYVFDRILKVDAPKTFSMGAKPTGSAAANYTTAVDRPNPAYNKHLHDAEWFTNAGFIALNIWDRFDVFCTLGASNGYIRGNSTAFNLVGLFGVKGTTVNANELPNVSLSNGVVELYTDTSFSWSVGARGALWECGCATLGAEFQYAQSKPKVEELNVICNVSQFSVNKPKGYKGVAFPLPTDAGVATATGTKSATINYHEWQVGASLSYRLNSLVPYIGVQWSRATFDADNIRIAQPKLPTAVLNLTAWNPSLLGNATALSTTDSFSDFMQIVSCQINKFKSRKACGVTVGATLVDADKWSLTAEARLINERAAHVSGQFRF, which amino acid positions are active epitope sites? The epitope positions are: [97, 98, 99, 100, 101, 102, 103, 104]. The amino acids at these positions are: TTAVDRPN.